From a dataset of Tyrosyl-DNA phosphodiesterase HTS with 341,365 compounds. Binary Classification. Given a drug SMILES string, predict its activity (active/inactive) in a high-throughput screening assay against a specified biological target. The molecule is s1c2n(c(c1)C)c(=O)cc(n2)COC(=O)c1cc(NC(=O)c2cc(OC)ccc2)ccc1. The result is 0 (inactive).